From a dataset of Full USPTO retrosynthesis dataset with 1.9M reactions from patents (1976-2016). Predict the reactants needed to synthesize the given product. (1) Given the product [Cl:12][C:13]1[CH:18]=[CH:17][CH:16]=[CH:15][C:14]=1[C:19]1[N:24]=[C:23]2[O:25][C:26]([C:35]([N:3]([CH2:4][CH3:5])[CH2:1][CH3:2])=[O:36])=[C:27]([NH:28][C:29](=[O:34])[C:30]([F:33])([F:32])[F:31])[C:22]2=[CH:21][C:20]=1[C:40]1[CH:41]=[CH:42][C:43]([Cl:46])=[CH:44][CH:45]=1, predict the reactants needed to synthesize it. The reactants are: [CH2:1]([N:3](CC)[CH2:4][CH3:5])[CH3:2].C[Al](C)C.[Cl:12][C:13]1[CH:18]=[CH:17][CH:16]=[CH:15][C:14]=1[C:19]1[N:24]=[C:23]2[O:25][C:26]([C:35](OCC)=[O:36])=[C:27]([NH:28][C:29](=[O:34])[C:30]([F:33])([F:32])[F:31])[C:22]2=[CH:21][C:20]=1[C:40]1[CH:45]=[CH:44][C:43]([Cl:46])=[CH:42][CH:41]=1. (2) Given the product [CH2:3]([S:10][C:11]1[CH:12]=[CH:13][C:14]([CH2:15][OH:16])=[CH:17][CH:18]=1)[C:4]1[CH:5]=[CH:6][CH:7]=[CH:8][CH:9]=1, predict the reactants needed to synthesize it. The reactants are: [BH4-].[Na+].[CH2:3]([S:10][C:11]1[CH:18]=[CH:17][C:14]([CH:15]=[O:16])=[CH:13][CH:12]=1)[C:4]1[CH:9]=[CH:8][CH:7]=[CH:6][CH:5]=1.CO.Cl. (3) Given the product [CH2:1]([O:3][C:4](=[O:35])[C:5]1[CH:10]=[CH:9][CH:8]=[C:7]([N:11]2[C:15]([CH3:16])=[CH:14][CH:13]=[C:12]2[C:17]2[CH:22]=[C:21]([C:23]([F:25])([F:24])[F:26])[CH:20]=[CH:19][C:18]=2[OH:27])[CH:6]=1)[CH3:2], predict the reactants needed to synthesize it. The reactants are: [CH2:1]([O:3][C:4](=[O:35])[C:5]1[CH:10]=[CH:9][CH:8]=[C:7]([N:11]2[C:15]([CH3:16])=[CH:14][CH:13]=[C:12]2[C:17]2[CH:22]=[C:21]([C:23]([F:26])([F:25])[F:24])[CH:20]=[CH:19][C:18]=2[O:27]CC2C=CC=CC=2)[CH:6]=1)[CH3:2].C([O-])=O.[NH4+]. (4) Given the product [F:1][C:2]1[CH:3]=[C:4]([CH2:17][C:18]([OH:20])=[O:19])[CH:5]=[CH:6][C:7]=1[B:8]1[O:12][C:11]([CH3:13])([CH3:14])[C:10]([CH3:15])([CH3:16])[O:9]1, predict the reactants needed to synthesize it. The reactants are: [F:1][C:2]1[CH:3]=[C:4]([CH2:17][C:18]([O:20]C)=[O:19])[CH:5]=[CH:6][C:7]=1[B:8]1[O:12][C:11]([CH3:14])([CH3:13])[C:10]([CH3:16])([CH3:15])[O:9]1.[Li+].[OH-]. (5) The reactants are: [CH:1]([NH:4][C:5]([CH:7]1[C:15]2[C:10](=[CH:11][C:12]([Cl:35])=[C:13]([NH:16][C:17]([C:19]3[N:20]([C:28]4[C:33]([Cl:34])=[CH:32][CH:31]=[CH:30][N:29]=4)[N:21]=[C:22]([C:24]([F:27])([F:26])[F:25])[CH:23]=3)=[O:18])[CH:14]=2)[CH2:9][CH:8]1[OH:36])=[O:6])([CH3:3])[CH3:2].[Cr](Cl)([O-])(=O)=O.[NH+]1C=CC=CC=1.O. Given the product [CH:1]([NH:4][C:5]([CH:7]1[C:15]2[C:10](=[CH:11][C:12]([Cl:35])=[C:13]([NH:16][C:17]([C:19]3[N:20]([C:28]4[C:33]([Cl:34])=[CH:32][CH:31]=[CH:30][N:29]=4)[N:21]=[C:22]([C:24]([F:27])([F:25])[F:26])[CH:23]=3)=[O:18])[CH:14]=2)[CH2:9][C:8]1=[O:36])=[O:6])([CH3:3])[CH3:2], predict the reactants needed to synthesize it.